This data is from Full USPTO retrosynthesis dataset with 1.9M reactions from patents (1976-2016). The task is: Predict the reactants needed to synthesize the given product. (1) Given the product [ClH:1].[C:23]1([S:29]([NH2:11])(=[O:31])=[O:30])[CH:24]=[CH:25][CH:26]=[CH:27][CH:22]=1, predict the reactants needed to synthesize it. The reactants are: [Cl:1]C1C=C(N)C=C(Cl)C=1OC1C=[N:11]C2C(C=1)=CC=CC=2.Cl[C:22]1[CH:27]=[C:26](Cl)[CH:25]=[CH:24][C:23]=1[S:29](Cl)(=[O:31])=[O:30].Cl. (2) Given the product [CH2:1]([O:7][C:11]1[N:16]=[C:15]([C:17]2[CH:22]=[CH:21][CH:20]=[CH:19][CH:18]=2)[C:14]([C:23]2[CH:24]=[CH:25][CH:26]=[CH:27][CH:28]=2)=[CH:13][N:12]=1)[CH2:2][CH2:3][CH2:4][CH:5]=[CH2:6], predict the reactants needed to synthesize it. The reactants are: [CH2:1]([OH:7])[CH2:2][CH2:3][CH2:4][CH:5]=[CH2:6].[H-].[Na+].Cl[C:11]1[N:16]=[C:15]([C:17]2[CH:22]=[CH:21][CH:20]=[CH:19][CH:18]=2)[C:14]([C:23]2[CH:28]=[CH:27][CH:26]=[CH:25][CH:24]=2)=[CH:13][N:12]=1.